This data is from Catalyst prediction with 721,799 reactions and 888 catalyst types from USPTO. The task is: Predict which catalyst facilitates the given reaction. (1) Reactant: [CH:1]([C:4]1[CH:5]=[CH:6][C:7]([O:40][CH3:41])=[C:8]([C:10]2[C:19]([CH2:20][NH:21][C:22]3[N:27]=[CH:26][C:25]([O:28][CH2:29][CH2:30][CH2:31][C:32]([O:34][C:35]([CH3:38])([CH3:37])[CH3:36])=[O:33])=[CH:24][N:23]=3)=[CH:18][C:17]3[C:12](=[C:13]([CH3:39])[CH:14]=[CH:15][CH:16]=3)[N:11]=2)[CH:9]=1)([CH3:3])[CH3:2].[H-].[Na+].Br[CH2:45][C:46]1[CH:47]=[C:48]([CH:51]=[C:52]([C:54]([F:57])([F:56])[F:55])[CH:53]=1)[C:49]#[N:50].O. Product: [C:49]([C:48]1[CH:47]=[C:46]([CH:53]=[C:52]([C:54]([F:55])([F:57])[F:56])[CH:51]=1)[CH2:45][N:21]([CH2:20][C:19]1[C:10]([C:8]2[CH:9]=[C:4]([CH:1]([CH3:3])[CH3:2])[CH:5]=[CH:6][C:7]=2[O:40][CH3:41])=[N:11][C:12]2[C:17]([CH:18]=1)=[CH:16][CH:15]=[CH:14][C:13]=2[CH3:39])[C:22]1[N:23]=[CH:24][C:25]([O:28][CH2:29][CH2:30][CH2:31][C:32]([O:34][C:35]([CH3:36])([CH3:38])[CH3:37])=[O:33])=[CH:26][N:27]=1)#[N:50]. The catalyst class is: 9. (2) Reactant: [CH:1]([CH:3]1[CH2:8][CH2:7][N:6]([C:9]([O:11][C:12]([CH3:15])([CH3:14])[CH3:13])=[O:10])[CH2:5][CH2:4]1)=[O:2].[CH2:16]([Mg]Br)[CH2:17][CH2:18][CH:19]=[CH2:20]. Product: [OH:2][CH:1]([CH:3]1[CH2:8][CH2:7][N:6]([C:9]([O:11][C:12]([CH3:15])([CH3:14])[CH3:13])=[O:10])[CH2:5][CH2:4]1)[CH2:20][CH2:19][CH2:18][CH:17]=[CH2:16]. The catalyst class is: 1. (3) Reactant: [NH:1]1[CH2:6][CH2:5][CH:4]([NH:7][C:8](=[O:19])[CH2:9][CH2:10][CH2:11][CH2:12][CH2:13][C:14]2[N:15]=[N:16][NH:17][CH:18]=2)[CH2:3][CH2:2]1.[C:20](Cl)(=[O:31])[O:21][CH2:22][C:23]1[CH:28]=[C:27]([Cl:29])[CH:26]=[C:25]([Cl:30])[CH:24]=1.[OH-].[Na+]. Product: [NH:17]1[CH:18]=[C:14]([CH2:13][CH2:12][CH2:11][CH2:10][CH2:9][C:8]([NH:7][CH:4]2[CH2:3][CH2:2][N:1]([C:20]([O:21][CH2:22][C:23]3[CH:24]=[C:25]([Cl:30])[CH:26]=[C:27]([Cl:29])[CH:28]=3)=[O:31])[CH2:6][CH2:5]2)=[O:19])[N:15]=[N:16]1. The catalyst class is: 2. (4) Reactant: [CH:1]12[O:8][CH:5]([CH2:6][CH2:7]1)[CH2:4][N:3]([C:9]1[N:14]=[C:13]([C:15]3[CH:21]=[CH:20][C:18]([NH2:19])=[CH:17][CH:16]=3)[CH:12]=[CH:11][N:10]=1)[CH2:2]2.C(N(CC)CC)C.[CH2:29]([N:31]=[C:32]=[O:33])[CH3:30]. Product: [CH:1]12[O:8][CH:5]([CH2:6][CH2:7]1)[CH2:4][N:3]([C:9]1[N:14]=[C:13]([C:15]3[CH:21]=[CH:20][C:18]([NH:19][C:32]([NH:31][CH2:29][CH3:30])=[O:33])=[CH:17][CH:16]=3)[CH:12]=[CH:11][N:10]=1)[CH2:2]2. The catalyst class is: 2. (5) Reactant: O1CCCC1.[NH2:6][CH2:7][C@@H:8]1[N:12]([C:13]2[CH:18]=[CH:17][C:16]([F:19])=[CH:15][CH:14]=2)[C:11](=O)[CH2:10][CH2:9]1.B.O1CCCC1. Product: [F:19][C:16]1[CH:17]=[CH:18][C:13]([N:12]2[CH2:11][CH2:10][CH2:9][C@@H:8]2[CH2:7][NH2:6])=[CH:14][CH:15]=1. The catalyst class is: 5. (6) Product: [F:1][C:2]1[C:7]([C:8]([C:9]2[C:17]3[C:12](=[N:13][CH:14]=[CH:15][N:16]=3)[NH:11][CH:10]=2)=[O:18])=[CH:6][CH:5]=[CH:4][C:3]=1[NH:19][S:20]([C:23]1[CH:28]=[CH:27][C:26]([C:29]([F:31])([F:32])[F:30])=[CH:25][CH:24]=1)(=[O:21])=[O:22]. Reactant: [F:1][C:2]1[C:7]([CH:8]([OH:18])[C:9]2[C:17]3[C:12](=[N:13][CH:14]=[CH:15][N:16]=3)[NH:11][CH:10]=2)=[CH:6][CH:5]=[CH:4][C:3]=1[NH:19][S:20]([C:23]1[CH:28]=[CH:27][C:26]([C:29]([F:32])([F:31])[F:30])=[CH:25][CH:24]=1)(=[O:22])=[O:21].CC(OI1(OC(C)=O)(OC(C)=O)OC(=O)C2C1=CC=CC=2)=O.C(=O)(O)[O-].[Na+].S([O-])([O-])(=O)=S.[Na+].[Na+]. The catalyst class is: 7. (7) Reactant: [C:1]([O:5][C:6](=[O:23])[CH2:7][C:8]1[CH:13]=[CH:12][C:11]([CH3:14])=[CH:10][C:9]=1[O:15]CC1C=CC=CC=1)([CH3:4])([CH3:3])[CH3:2].[H][H]. Product: [C:1]([O:5][C:6](=[O:23])[CH2:7][C:8]1[CH:13]=[CH:12][C:11]([CH3:14])=[CH:10][C:9]=1[OH:15])([CH3:4])([CH3:2])[CH3:3]. The catalyst class is: 29.